From a dataset of Reaction yield outcomes from USPTO patents with 853,638 reactions. Predict the reaction yield, written as a fraction of the theoretical maximum amount of product (1.0 means a 100% yield; for example, 0.34 means a 34% yield). The reactants are [C:1]1([S:7]([C:10]2[CH:15]=[CH:14][C:13]([O:16]C)=[CH:12][CH:11]=2)(=[O:9])=[O:8])[CH:6]=[CH:5][CH:4]=[CH:3][CH:2]=1.B(Br)(Br)Br.O. The catalyst is C(Cl)Cl. The product is [C:1]1([S:7]([C:10]2[CH:11]=[CH:12][C:13]([OH:16])=[CH:14][CH:15]=2)(=[O:8])=[O:9])[CH:6]=[CH:5][CH:4]=[CH:3][CH:2]=1. The yield is 0.990.